From a dataset of Forward reaction prediction with 1.9M reactions from USPTO patents (1976-2016). Predict the product of the given reaction. Given the reactants C([Li])CCC.[CH:6]([C:9]1[CH:14]=[CH:13][CH:12]=[CH:11][C:10]=1[O:15][CH2:16][O:17][CH3:18])([CH3:8])[CH3:7].CN(C)CCN(C)C.[Cl-].[NH4+].CN(C)[CH:31]=[O:32], predict the reaction product. The product is: [CH:6]([C:9]1[C:10]([O:15][CH2:16][O:17][CH3:18])=[C:11]([CH:12]=[CH:13][CH:14]=1)[CH:31]=[O:32])([CH3:8])[CH3:7].